The task is: Predict the reactants needed to synthesize the given product.. This data is from Full USPTO retrosynthesis dataset with 1.9M reactions from patents (1976-2016). (1) Given the product [C:29]([C:26]1[CH:27]=[CH:28][C:23]([NH:22][S:1]([C:4]([F:7])([F:6])[F:5])(=[O:3])=[O:2])=[C:24]([O:32][CH3:33])[CH:25]=1)(=[O:31])[CH3:30], predict the reactants needed to synthesize it. The reactants are: [S:1](O[S:1]([C:4]([F:7])([F:6])[F:5])(=[O:3])=[O:2])([C:4]([F:7])([F:6])[F:5])(=[O:3])=[O:2].N1C=CC=CC=1.[NH2:22][C:23]1[CH:28]=[CH:27][C:26]([C:29](=[O:31])[CH3:30])=[CH:25][C:24]=1[O:32][CH3:33].O. (2) Given the product [CH:24]([C:20]1[C:19]([O:27][CH2:28][CH2:29][CH3:30])=[C:18]([CH2:17][OH:16])[CH:23]=[CH:22][CH:21]=1)([CH3:26])[CH3:25], predict the reactants needed to synthesize it. The reactants are: [H-].[Li+].C([Al+]CC(C)C)C(C)C.[H-].C([O:16][C:17](=O)[C:18]1[CH:23]=[CH:22][CH:21]=[C:20]([CH:24]([CH3:26])[CH3:25])[C:19]=1[O:27][CH2:28][CH2:29][CH3:30])CC. (3) Given the product [CH3:1][O:2][C:3]1[CH:4]=[CH:5][C:6]([C:9](=[O:16])[CH:10]([CH2:23][C:22]2[CH:21]=[CH:20][C:19]([C:18]([F:17])([F:27])[F:28])=[CH:26][CH:25]=2)[C:11]([O:13][CH2:14][CH3:15])=[O:12])=[CH:7][CH:8]=1, predict the reactants needed to synthesize it. The reactants are: [CH3:1][O:2][C:3]1[CH:8]=[CH:7][C:6]([C:9](=[O:16])[CH2:10][C:11]([O:13][CH2:14][CH3:15])=[O:12])=[CH:5][CH:4]=1.[F:17][C:18]([F:28])([F:27])[C:19]1[CH:26]=[CH:25][C:22]([CH2:23]Br)=[CH:21][CH:20]=1.C(=O)([O-])[O-].[K+].[K+]. (4) Given the product [Br:1][C:2]1[CH:7]=[CH:6][C:5]([C:8]2[CH:9]=[N:10][C:11]3[N:12]([C:17]([CH:20]([C:22]4[CH:23]=[C:24]5[C:29](=[CH:30][CH:31]=4)[N:28]=[CH:27][CH:26]=[CH:25]5)[CH3:21])=[CH:18][N:14]=3)[N:13]=2)=[CH:4][C:3]=1[F:15], predict the reactants needed to synthesize it. The reactants are: [Br:1][C:2]1[CH:7]=[CH:6][C:5]([C:8]2[N:13]=[N:12][C:11]([NH2:14])=[N:10][CH:9]=2)=[CH:4][C:3]=1[F:15].Cl[CH:17]([CH:20]([C:22]1[CH:23]=[C:24]2[C:29](=[CH:30][CH:31]=1)[N:28]=[CH:27][CH:26]=[CH:25]2)[CH3:21])[CH:18]=O.C(N(CC)CC)C.